This data is from Full USPTO retrosynthesis dataset with 1.9M reactions from patents (1976-2016). The task is: Predict the reactants needed to synthesize the given product. (1) Given the product [Cl:1][C:2]1[N:7]=[C:6]([I:8])[C:5]([O:9][CH2:16][CH2:15][C:12]2[CH:13]=[CH:14][S:10][CH:11]=2)=[CH:4][CH:3]=1, predict the reactants needed to synthesize it. The reactants are: [Cl:1][C:2]1[N:7]=[C:6]([I:8])[C:5]([OH:9])=[CH:4][CH:3]=1.[S:10]1[CH:14]=[CH:13][C:12]([CH2:15][CH2:16]O)=[CH:11]1.C1(P(C2C=CC=CC=2)C2C=CC=CC=2)C=CC=CC=1.N(C(OC(C)C)=O)=NC(OC(C)C)=O. (2) Given the product [Cl:19][C:20]1[N:25]=[C:24]([CH2:26][C:27]([C:29]2[CH:30]=[C:31]([NH:35][C:36](=[O:41])[O:37][CH2:38][CH:39]=[CH2:40])[CH:32]=[CH:33][CH:34]=2)=[O:28])[CH:23]=[CH:22][N:21]=1, predict the reactants needed to synthesize it. The reactants are: C(OC(=O)C1C=CC=C(NC(OCC=C)=O)C=1)C.[Cl:19][C:20]1[N:25]=[C:24]([CH2:26][C:27]([C:29]2[CH:30]=[C:31]([NH:35][C:36](=[O:41])[O:37][CH2:38][CH:39]=[CH2:40])[CH:32]=[CH:33][CH:34]=2)=[O:28])[CH:23]=[CH:22][N:21]=1.ClC1N=C(C)C=CN=1. (3) The reactants are: C(O)[C:2]([C@@H:4]([OH:12])[C@H:5]([OH:11])[C@@H:6]([OH:10])[C:7](O)=[O:8])=[O:3].[H][H]. Given the product [O:3]=[CH:2][C@H:4]([C@@H:5]([C@H:6]([CH2:7][OH:8])[OH:10])[OH:11])[OH:12].[O:3]=[CH:2][C@H:4]([C@@H:5]([C@@H:6]([CH2:7][OH:8])[OH:10])[OH:11])[OH:12], predict the reactants needed to synthesize it. (4) Given the product [CH3:1][N:2]1[CH:6]=[C:5]([CH2:7][CH2:8][C:9]([O:11][CH2:12][CH3:13])=[O:10])[N:4]=[CH:3]1, predict the reactants needed to synthesize it. The reactants are: [CH3:1][N:2]1[CH:6]=[C:5](/[CH:7]=[CH:8]/[C:9]([O:11][CH2:12][CH3:13])=[O:10])[N:4]=[CH:3]1. (5) The reactants are: Cl.[Cl:2][C:3]1[CH:8]=[CH:7][C:6]([CH:9]([NH:15][C:16]([C:18]2([NH:33]C(=O)OC(C)(C)C)[CH2:23][CH2:22][N:21]([C:24]3[C:25]4[CH:32]=[CH:31][NH:30][C:26]=4[N:27]=[CH:28][N:29]=3)[CH2:20][CH2:19]2)=[O:17])[CH2:10][CH2:11][N:12]([CH3:14])[CH3:13])=[CH:5][CH:4]=1. Given the product [NH2:33][C:18]1([C:16]([NH:15][CH:9]([C:6]2[CH:7]=[CH:8][C:3]([Cl:2])=[CH:4][CH:5]=2)[CH2:10][CH2:11][N:12]([CH3:13])[CH3:14])=[O:17])[CH2:19][CH2:20][N:21]([C:24]2[C:25]3[CH:32]=[CH:31][NH:30][C:26]=3[N:27]=[CH:28][N:29]=2)[CH2:22][CH2:23]1, predict the reactants needed to synthesize it. (6) Given the product [N:39]1([C:44]2[CH:45]=[C:46]([NH:47][C:9]([C:6]3[CH2:7][CH2:8][S:2](=[O:1])(=[O:16])[C:3]4[CH:15]=[CH:14][CH:13]=[CH:12][C:4]=4[CH:5]=3)=[O:11])[CH:48]=[CH:49][CH:50]=2)[CH:43]=[CH:42][N:41]=[CH:40]1, predict the reactants needed to synthesize it. The reactants are: [O:1]=[S:2]1(=[O:16])[CH2:8][CH2:7][C:6]([C:9]([OH:11])=O)=[CH:5][C:4]2[CH:12]=[CH:13][CH:14]=[CH:15][C:3]1=2.ON1C2C=CC=CC=2N=N1.Cl.C(N=C=NCCCN(C)C)C.[N:39]1([C:44]2[CH:45]=[C:46]([CH:48]=[CH:49][CH:50]=2)[NH2:47])[CH:43]=[CH:42][N:41]=[CH:40]1. (7) Given the product [C:15]([O:1][CH2:2][CH2:3][N:4]([CH2:12][CH2:13][O:14][C:15](=[O:34])[CH2:16][CH2:17][CH2:18][CH2:19][CH2:20][CH2:21][CH2:22]/[CH:23]=[CH:24]\[CH2:25][CH2:26][CH2:27][CH2:28][CH2:29][CH2:30][CH2:31][CH3:32])[C:5](=[O:11])[O:6][C:7]([CH3:8])([CH3:9])[CH3:10])(=[O:34])[CH2:16][CH2:17][CH2:18][CH2:19][CH2:20][CH2:21][CH2:22]/[CH:23]=[CH:24]\[CH2:25][CH2:26][CH2:27][CH2:28][CH2:29][CH2:43][CH2:42][CH3:41], predict the reactants needed to synthesize it. The reactants are: [OH:1][CH2:2][CH2:3][N:4]([CH2:12][CH2:13][OH:14])[C:5](=[O:11])[O:6][C:7]([CH3:10])([CH3:9])[CH3:8].[C:15]([OH:34])(=O)[CH2:16][CH2:17][CH2:18][CH2:19][CH2:20][CH2:21][CH2:22]/[CH:23]=[CH:24]\[CH2:25][CH2:26][CH2:27][CH2:28][CH2:29][CH2:30][CH2:31][CH3:32].Cl.C(N=C=N[CH2:41][CH2:42][CH2:43]N(C)C)C.